From a dataset of Full USPTO retrosynthesis dataset with 1.9M reactions from patents (1976-2016). Predict the reactants needed to synthesize the given product. (1) Given the product [CH3:17][O:8][C:7](=[O:9])[C:6]1[CH:10]=[CH:11][C:3]([CH2:2][Cl:1])=[CH:4][CH:5]=1, predict the reactants needed to synthesize it. The reactants are: [Cl:1][CH2:2][C:3]1[CH:11]=[CH:10][C:6]([C:7]([OH:9])=[O:8])=[CH:5][CH:4]=1.S(=O)(=O)(O)O.[CH3:17]O. (2) Given the product [Cl:1][C:2]1[CH:3]=[C:4]([C@H:9]2[C:18]3[C:13](=[CH:14][CH:15]=[CH:16][CH:17]=3)/[C:12](=[N:23]\[OH:22])/[C:11]([CH3:21])([CH3:20])[CH2:10]2)[CH:5]=[CH:6][C:7]=1[Cl:8], predict the reactants needed to synthesize it. The reactants are: [Cl:1][C:2]1[CH:3]=[C:4]([C@H:9]2[C:18]3[C:13](=[CH:14][CH:15]=[CH:16][CH:17]=3)[C:12](=O)[C:11]([CH3:21])([CH3:20])[CH2:10]2)[CH:5]=[CH:6][C:7]=1[Cl:8].[OH2:22].[NH2:23]O.Cl.CCN(CC)CC.